From a dataset of Catalyst prediction with 721,799 reactions and 888 catalyst types from USPTO. Predict which catalyst facilitates the given reaction. (1) Reactant: [CH3:1][O:2][C:3]1[CH:8]=[C:7]([O:9]CC2C=CC(OC)=CC=2)[N:6]=[C:5]([C:19]2[CH:24]=[CH:23][CH:22]=[CH:21][CH:20]=2)[N:4]=1.C([O-])(O)=O.[Na+].C(Cl)Cl. Product: [CH3:1][O:2][C:3]1[N:4]=[C:5]([C:19]2[CH:24]=[CH:23][CH:22]=[CH:21][CH:20]=2)[N:6]=[C:7]([OH:9])[CH:8]=1. The catalyst class is: 137. (2) Reactant: CS(C)=O.[CH3:5][O:6][CH2:7][CH2:8][CH2:9][O:10][C:11]1[CH:19]=[C:18]2[C:14]([CH:15]=[CH:16][NH:17]2)=[CH:13][C:12]=1[OH:20].Cl[C:22]1[CH:27]=[CH:26][N:25]=[C:24]([NH:28][C:29](=[O:31])[CH3:30])[CH:23]=1.CC(C)([O-])C.[K+]. Product: [CH3:5][O:6][CH2:7][CH2:8][CH2:9][O:10][C:11]1[CH:19]=[C:18]2[C:14]([CH:15]=[CH:16][NH:17]2)=[CH:13][C:12]=1[O:20][C:22]1[CH:27]=[CH:26][N:25]=[C:24]([NH:28][C:29](=[O:31])[CH3:30])[CH:23]=1. The catalyst class is: 69.